This data is from Forward reaction prediction with 1.9M reactions from USPTO patents (1976-2016). The task is: Predict the product of the given reaction. (1) Given the reactants Cl[C:2]1[CH:7]=[C:6]([C:8]2[N:13]=[C:12]([CH:14]([F:16])[F:15])[CH:11]=[C:10]([C:17]3[CH:18]=[N:19][C:20]([C:23]([F:26])([F:25])[F:24])=[CH:21][CH:22]=3)[N:9]=2)[CH:5]=[CH:4][N:3]=1.[C:27]([NH:31][S:32]([C:35]1[S:36][C:37](B2OC(C)(C)C(C)(C)O2)=[CH:38][CH:39]=1)(=[O:34])=[O:33])([CH3:30])([CH3:29])[CH3:28], predict the reaction product. The product is: [C:27]([NH:31][S:32]([C:35]1[S:36][C:37]([C:2]2[CH:7]=[C:6]([C:8]3[N:13]=[C:12]([CH:14]([F:16])[F:15])[CH:11]=[C:10]([C:17]4[CH:18]=[N:19][C:20]([C:23]([F:26])([F:25])[F:24])=[CH:21][CH:22]=4)[N:9]=3)[CH:5]=[CH:4][N:3]=2)=[CH:38][CH:39]=1)(=[O:33])=[O:34])([CH3:30])([CH3:28])[CH3:29]. (2) Given the reactants [CH3:1][C:2]1[O:6][N:5]=[C:4]([C:7](Cl)=[O:8])[CH:3]=1.[N-:10]=[N+:11]=[N-:12].[Na+], predict the reaction product. The product is: [CH3:1][C:2]1[O:6][N:5]=[C:4]([C:7]([N:10]=[N+:11]=[N-:12])=[O:8])[CH:3]=1. (3) Given the reactants Br[C:2]1[CH:3]=[CH:4][C:5]([C:8]([O:10][CH3:11])=[O:9])=[N:6][CH:7]=1.[Cu](C#N)[C:13]#[N:14], predict the reaction product. The product is: [C:13]([C:2]1[CH:3]=[CH:4][C:5]([C:8]([O:10][CH3:11])=[O:9])=[N:6][CH:7]=1)#[N:14]. (4) Given the reactants Cl[C:2]1[CH:3]=[C:4]([CH:9]=[CH:10][N:11]=1)[C:5]([O:7][CH3:8])=[O:6].[C:12]([C:16]1[S:20][C:19](B2OC(C)(C)C(C)(C)O2)=[CH:18][CH:17]=1)([CH3:15])([CH3:14])[CH3:13].C([O-])([O-])=O.[K+].[K+].C(Cl)Cl, predict the reaction product. The product is: [C:12]([C:16]1[S:20][C:19]([C:2]2[CH:3]=[C:4]([CH:9]=[CH:10][N:11]=2)[C:5]([O:7][CH3:8])=[O:6])=[CH:18][CH:17]=1)([CH3:15])([CH3:14])[CH3:13]. (5) Given the reactants [Br:1][C:2]1[CH:3]=[C:4]([C:8]2[O:9][C:10]([CH3:13])=[N:11][N:12]=2)[CH:5]=[N:6][CH:7]=1.ClC1C=C(C=CC=1)C(OO)=[O:19], predict the reaction product. The product is: [Br:1][C:2]1[CH:7]=[N+:6]([O-:19])[CH:5]=[C:4]([C:8]2[O:9][C:10]([CH3:13])=[N:11][N:12]=2)[CH:3]=1. (6) Given the reactants C(=O)([O-])[O-].[K+].[K+].C[Si]([C:11]#[C:12][C:13]1[CH:14]=[C:15]([CH:28]=[CH:29][CH:30]=1)[CH2:16][CH2:17][O:18][CH2:19][CH2:20][C:21]([O:23][C:24]([CH3:27])([CH3:26])[CH3:25])=[O:22])(C)C.CO, predict the reaction product. The product is: [C:12]([C:13]1[CH:14]=[C:15]([CH:28]=[CH:29][CH:30]=1)[CH2:16][CH2:17][O:18][CH2:19][CH2:20][C:21]([O:23][C:24]([CH3:26])([CH3:27])[CH3:25])=[O:22])#[CH:11]. (7) Given the reactants [Cl:1][C:2]1[CH:10]=[C:9]2[C:5]([CH2:6][C:7](=[O:11])[NH:8]2)=[CH:4][CH:3]=1.[Cl:12][C:13]1[CH:20]=[CH:19][C:16]([CH:17]=O)=[CH:15][CH:14]=1.N1CCCC1, predict the reaction product. The product is: [Cl:1][C:2]1[CH:10]=[C:9]2[C:5](/[C:6](=[CH:17]/[C:16]3[CH:19]=[CH:20][C:13]([Cl:12])=[CH:14][CH:15]=3)/[C:7](=[O:11])[NH:8]2)=[CH:4][CH:3]=1.